This data is from Full USPTO retrosynthesis dataset with 1.9M reactions from patents (1976-2016). The task is: Predict the reactants needed to synthesize the given product. Given the product [C:10]([C:12]1([C:15]2[CH:16]=[C:17]([CH:21]=[CH:22][CH:23]=2)[C:18]([NH:1][C:2]2[CH:3]=[CH:4][C:5]([CH3:9])=[C:6]([OH:8])[CH:7]=2)=[O:19])[CH2:13][CH2:14]1)#[N:11], predict the reactants needed to synthesize it. The reactants are: [NH2:1][C:2]1[CH:3]=[CH:4][C:5]([CH3:9])=[C:6]([OH:8])[CH:7]=1.[C:10]([C:12]1([C:15]2[CH:16]=[C:17]([CH:21]=[CH:22][CH:23]=2)[C:18](O)=[O:19])[CH2:14][CH2:13]1)#[N:11].C(Cl)(=O)C(Cl)=O.C(=O)([O-])O.[Na+].